This data is from NCI-60 drug combinations with 297,098 pairs across 59 cell lines. The task is: Regression. Given two drug SMILES strings and cell line genomic features, predict the synergy score measuring deviation from expected non-interaction effect. (1) Drug 1: CCCS(=O)(=O)NC1=C(C(=C(C=C1)F)C(=O)C2=CNC3=C2C=C(C=N3)C4=CC=C(C=C4)Cl)F. Drug 2: CC12CCC3C(C1CCC2=O)CC(=C)C4=CC(=O)C=CC34C. Cell line: M14. Synergy scores: CSS=48.7, Synergy_ZIP=0.600, Synergy_Bliss=1.11, Synergy_Loewe=0.265, Synergy_HSA=4.77. (2) Drug 1: CC1=C(C(=CC=C1)Cl)NC(=O)C2=CN=C(S2)NC3=CC(=NC(=N3)C)N4CCN(CC4)CCO. Drug 2: C1CN1C2=NC(=NC(=N2)N3CC3)N4CC4. Cell line: HOP-92. Synergy scores: CSS=31.6, Synergy_ZIP=-8.52, Synergy_Bliss=1.18, Synergy_Loewe=2.92, Synergy_HSA=3.16. (3) Drug 1: CN(C)N=NC1=C(NC=N1)C(=O)N. Drug 2: CCC1(CC2CC(C3=C(CCN(C2)C1)C4=CC=CC=C4N3)(C5=C(C=C6C(=C5)C78CCN9C7C(C=CC9)(C(C(C8N6C=O)(C(=O)OC)O)OC(=O)C)CC)OC)C(=O)OC)O.OS(=O)(=O)O. Cell line: NCI-H522. Synergy scores: CSS=17.0, Synergy_ZIP=-0.0443, Synergy_Bliss=0.929, Synergy_Loewe=-32.4, Synergy_HSA=0.499. (4) Drug 1: C1=CC(=CC=C1CC(C(=O)O)N)N(CCCl)CCCl.Cl. Drug 2: C(CN)CNCCSP(=O)(O)O. Cell line: NCIH23. Synergy scores: CSS=14.0, Synergy_ZIP=1.27, Synergy_Bliss=5.56, Synergy_Loewe=-6.42, Synergy_HSA=3.77.